This data is from Reaction yield outcomes from USPTO patents with 853,638 reactions. The task is: Predict the reaction yield, written as a fraction of the theoretical maximum amount of product (1.0 means a 100% yield; for example, 0.34 means a 34% yield). (1) The reactants are Br[C:2]1[CH:3]=[C:4]([CH:23]=[CH:24][CH:25]=1)[O:5][CH2:6][C:7]([NH:9][CH:10]1[CH2:15][CH2:14][N:13]([C:16]([O:18][C:19]([CH3:22])([CH3:21])[CH3:20])=[O:17])[CH2:12][CH2:11]1)=[O:8].[B:26]1([B:26]2[O:30][C:29]([CH3:32])([CH3:31])[C:28]([CH3:34])([CH3:33])[O:27]2)[O:30][C:29]([CH3:32])([CH3:31])[C:28]([CH3:34])([CH3:33])[O:27]1.CC([O-])=O.[K+]. The catalyst is CS(C)=O.O.C1C=CC(P(C2C=CC=CC=2)[C-]2C=CC=C2)=CC=1.C1C=CC(P(C2C=CC=CC=2)[C-]2C=CC=C2)=CC=1.Cl[Pd]Cl.[Fe+2].C(Cl)Cl. The product is [CH3:33][C:28]1([CH3:34])[C:29]([CH3:32])([CH3:31])[O:30][B:26]([C:2]2[CH:3]=[C:4]([CH:23]=[CH:24][CH:25]=2)[O:5][CH2:6][C:7]([NH:9][CH:10]2[CH2:15][CH2:14][N:13]([C:16]([O:18][C:19]([CH3:22])([CH3:21])[CH3:20])=[O:17])[CH2:12][CH2:11]2)=[O:8])[O:27]1. The yield is 0.540. (2) The reactants are CN(C)C=O.[CH2:6]([O:13][CH:14]1[CH2:19][CH2:18][C:17]([O:20][Si](C(C)(C)C)(C)C)=[CH:16][CH2:15]1)[C:7]1[CH:12]=[CH:11][CH:10]=[CH:9][CH:8]=1.[B-](F)(F)(F)[F:29].[B-](F)(F)(F)F.C1[N+]2(CCl)CC[N+](F)(CC2)C1.C(=O)(O)[O-].[Na+]. The catalyst is C(OCC)(=O)C.CCCCCC. The product is [CH2:6]([O:13][CH:14]1[CH2:19][CH2:18][C:17](=[O:20])[CH:16]([F:29])[CH2:15]1)[C:7]1[CH:12]=[CH:11][CH:10]=[CH:9][CH:8]=1. The yield is 0.620. (3) The reactants are Br[C:2]1[CH:7]=[CH:6][CH:5]=[C:4]([N:8]2[CH:12]=[CH:11][CH:10]=[N:9]2)[N:3]=1.O.[NH3:14]. No catalyst specified. The product is [NH2:14][C:2]1[CH:7]=[CH:6][CH:5]=[C:4]([N:8]2[CH:12]=[CH:11][CH:10]=[N:9]2)[N:3]=1. The yield is 0.810. (4) The reactants are [OH:1][CH2:2][C:3]([CH3:38])([CH3:37])[O:4][C:5]1[CH:10]=[CH:9][C:8]([N:11]2[C:16](=[O:17])[C:15]([CH2:18][C:19]3[CH:24]=[CH:23][C:22]([C:25]4[C:26]([C:31]#[N:32])=[CH:27][CH:28]=[CH:29][CH:30]=4)=[CH:21][CH:20]=3)=[C:14]([CH2:33][CH2:34][CH3:35])[N:13]=[C:12]2[CH3:36])=[CH:7][CH:6]=1.CC(OI1(OC(C)=O)(OC(C)=O)OC(=O)C2C1=CC=CC=2)=O.C(OCC)(=O)C.S([O-])([O-])(=O)=S.[Na+].[Na+]. The catalyst is C(Cl)Cl.O. The product is [CH3:37][C:3]([CH3:38])([O:4][C:5]1[CH:6]=[CH:7][C:8]([N:11]2[C:16](=[O:17])[C:15]([CH2:18][C:19]3[CH:24]=[CH:23][C:22]([C:25]4[C:26]([C:31]#[N:32])=[CH:27][CH:28]=[CH:29][CH:30]=4)=[CH:21][CH:20]=3)=[C:14]([CH2:33][CH2:34][CH3:35])[N:13]=[C:12]2[CH3:36])=[CH:9][CH:10]=1)[CH:2]=[O:1]. The yield is 0.790. (5) The reactants are C(OC([N:8]1[CH2:13][CH2:12][CH2:11][C:10]([C:15]2[N:16]([CH3:41])[C:17]3[C:22]([N:23]=2)=[C:21]([N:24]2[CH2:29][CH2:28][O:27][CH2:26][CH2:25]2)[N:20]=[C:19]([N:30]2[C:34]4[CH:35]=[CH:36][CH:37]=[CH:38][C:33]=4[N:32]=[C:31]2[CH2:39][CH3:40])[N:18]=3)([OH:14])[CH2:9]1)=O)(C)(C)C.[ClH:42].CCOCC. The catalyst is C(Cl)Cl.CO.O1CCOCC1. The product is [ClH:42].[ClH:42].[CH2:39]([C:31]1[N:30]([C:19]2[N:18]=[C:17]3[C:22]([N:23]=[C:15]([C:10]4([OH:14])[CH2:11][CH2:12][CH2:13][NH:8][CH2:9]4)[N:16]3[CH3:41])=[C:21]([N:24]3[CH2:25][CH2:26][O:27][CH2:28][CH2:29]3)[N:20]=2)[C:34]2[CH:35]=[CH:36][CH:37]=[CH:38][C:33]=2[N:32]=1)[CH3:40]. The yield is 0.920. (6) The reactants are C([O:3][C:4](=[O:17])[CH2:5][NH:6][C:7]([C:9]1[C:13]([CH3:14])=[C:12]([CH:15]=O)[NH:11][CH:10]=1)=[O:8])C.[OH-].[Na+].[CH3:20][NH:21][S:22]([C:25]1[CH:26]=[C:27]2[C:31](=[CH:32][CH:33]=1)[NH:30][C:29](=[O:34])[CH2:28]2)(=[O:24])=[O:23].N1CCCCC1. The catalyst is CO.C(O)C. The product is [CH3:14][C:13]1[C:9]([C:7]([NH:6][CH2:5][C:4]([OH:3])=[O:17])=[O:8])=[CH:10][NH:11][C:12]=1[CH:15]=[C:28]1[C:27]2[C:31](=[CH:32][CH:33]=[C:25]([S:22](=[O:23])(=[O:24])[NH:21][CH3:20])[CH:26]=2)[NH:30][C:29]1=[O:34]. The yield is 0.520. (7) The reactants are [F:1][C:2]1[C:3]([I:11])=[C:4]([N+:8]([O-])=O)[CH:5]=[CH:6][CH:7]=1.C(O)C.[ClH:15].C(=O)([O-])[O-].[Na+].[Na+]. The catalyst is [Fe].C(OCC)(=O)C. The product is [ClH:15].[F:1][C:2]1[C:3]([I:11])=[C:4]([CH:5]=[CH:6][CH:7]=1)[NH2:8]. The yield is 0.180.